This data is from CYP2C19 inhibition data for predicting drug metabolism from PubChem BioAssay. The task is: Regression/Classification. Given a drug SMILES string, predict its absorption, distribution, metabolism, or excretion properties. Task type varies by dataset: regression for continuous measurements (e.g., permeability, clearance, half-life) or binary classification for categorical outcomes (e.g., BBB penetration, CYP inhibition). Dataset: cyp2c19_veith. (1) The drug is CC[C@H](CC[C@H](C)[C@@H]1CC[C@@H]2[C@H]3CC=C4C[C@@H](O)CC[C@]4(C)[C@H]3CC[C@@]12C)C(C)C. The result is 0 (non-inhibitor). (2) The compound is C[C@H]1CC(C)(C)C[C@@](OCCN2CCCCC2)(c2ccccc2)C1. The result is 0 (non-inhibitor). (3) The molecule is CCO[C@H](c1cc(OC)cc([N+](=O)[O-])c1OC)[C@H](C)/C=C\CC(=O)OC. The result is 1 (inhibitor). (4) The compound is O=c1c(-c2ccc(Cl)cc2)nc2cnc(N3CCNCC3)nc2n1CCc1ccccc1. The result is 1 (inhibitor). (5) The molecule is COc1ccc(CNc2cc(-c3ccoc3)ncn2)c(OC)c1. The result is 1 (inhibitor). (6) The compound is Nc1ncnc2nn([C@H]3O[C@@H](CO)[C@@H](O)[C@H]3O)nc12. The result is 0 (non-inhibitor). (7) The drug is COc1ccc(C(=O)n2c(SC)nc3cc4c(cc32)OCCO4)cc1. The result is 1 (inhibitor). (8) The drug is Cc1ccc(NC(=O)CSc2nnc(Cn3cnc4ccccc43)o2)c(C)c1. The result is 0 (non-inhibitor). (9) The drug is NC(=O)C[C@H](NC(=O)Cc1ccc(O)cc1O)C(=O)O. The result is 0 (non-inhibitor). (10) The molecule is Cc1nn(CC(O)COc2ccc3c(c2)CCC3)c(C)c1Br. The result is 1 (inhibitor).